This data is from Forward reaction prediction with 1.9M reactions from USPTO patents (1976-2016). The task is: Predict the product of the given reaction. (1) The product is: [F:1][C:2]1[C:7]([C:8]([C:9]2[C:17]3[C:12](=[N:13][CH:14]=[CH:15][N:16]=3)[NH:11][CH:10]=2)=[O:18])=[CH:6][CH:5]=[CH:4][C:3]=1[NH:19][S:20]([CH2:23][CH2:24][CH3:25])(=[O:21])=[O:22]. Given the reactants [F:1][C:2]1[C:7]([CH:8]([OH:18])[C:9]2[C:17]3[C:12](=[N:13][CH:14]=[CH:15][N:16]=3)[NH:11][CH:10]=2)=[CH:6][CH:5]=[CH:4][C:3]=1[NH:19][S:20]([CH2:23][CH2:24][CH3:25])(=[O:22])=[O:21].CC(OI1(OC(C)=O)(OC(C)=O)OC(=O)C2C1=CC=CC=2)=O.C(=O)(O)[O-].[Na+].S([O-])([O-])(=O)=S.[Na+].[Na+], predict the reaction product. (2) Given the reactants [NH2:1][C:2]1[C:7]2[CH:8]=[CH:9][N:10]([C:11]([C:13]3[C:18]([Cl:19])=[CH:17][C:16]([Br:20])=[CH:15][C:14]=3[Cl:21])=[O:12])[C:6]=2[CH:5]=[CH:4][N:3]=1.[CH2:22](N(CC)CC)[CH3:23].[CH:29]1([C:32](Cl)=[O:33])[CH2:31][CH2:30]1.C([O:38][CH2:39][CH3:40])(=O)C, predict the reaction product. The product is: [Br:20][C:16]1[CH:15]=[C:14]([Cl:21])[C:13]([C:11]([N:10]2[C:6]3[CH:5]=[CH:4][N:3]=[C:2]([N:1]([C:39]([CH:40]4[CH2:23][CH2:22]4)=[O:38])[C:32]([CH:29]4[CH2:31][CH2:30]4)=[O:33])[C:7]=3[CH:8]=[CH:9]2)=[O:12])=[C:18]([Cl:19])[CH:17]=1. (3) Given the reactants [CH2:1]([C@H:5]1[C@H:13]([CH3:14])[O:12][C:11](=[O:15])[C@@H:10]([NH:16][C:17](=[O:23])[O:18][C:19]([CH3:22])([CH3:21])[CH3:20])[CH2:9][CH2:8][CH2:7][C@@H:6]1[OH:24])[CH2:2][CH2:3][CH3:4].[C:25](Cl)(=[O:29])[CH:26]([CH3:28])[CH3:27], predict the reaction product. The product is: [C:25]([O:24][C@H:6]1[CH2:7][CH2:8][CH2:9][C@H:10]([NH:16][C:17]([O:18][C:19]([CH3:22])([CH3:21])[CH3:20])=[O:23])[C:11](=[O:15])[O:12][C@@H:13]([CH3:14])[C@@H:5]1[CH2:1][CH2:2][CH2:3][CH3:4])(=[O:29])[CH:26]([CH3:28])[CH3:27]. (4) Given the reactants [CH2:1]([S:3]([C:6]1[CH:11]=[CH:10][C:9]([O:12][C:13]([F:16])([F:15])[F:14])=[CH:8][C:7]=1[NH:17][NH2:18])(=[O:5])=[O:4])[CH3:2].[CH3:19][N:20]([C:41]([O:43][C:44]([CH3:47])([CH3:46])[CH3:45])=[O:42])[C@H:21]1[CH2:26][CH2:25][CH2:24][N:23]([CH2:27][C:28]2[CH:36]=[CH:35][C:31]([C:32](O)=[O:33])=[CH:30][C:29]=2[C:37]([F:40])([F:39])[F:38])[CH2:22]1, predict the reaction product. The product is: [CH2:1]([S:3]([C:6]1[CH:11]=[CH:10][C:9]([O:12][C:13]([F:15])([F:16])[F:14])=[CH:8][C:7]=1[NH:17][NH:18][C:32]([C:31]1[CH:35]=[CH:36][C:28]([CH2:27][N:23]2[CH2:24][CH2:25][CH2:26][C@H:21]([N:20]([CH3:19])[C:41](=[O:42])[O:43][C:44]([CH3:47])([CH3:46])[CH3:45])[CH2:22]2)=[C:29]([C:37]([F:40])([F:38])[F:39])[CH:30]=1)=[O:33])(=[O:5])=[O:4])[CH3:2]. (5) Given the reactants C([O:3][C:4]([C:6]1[N:14]=[C:13]2[C:9]([N:10]=[CH:11][N:12]2[CH2:15][C:16]2[CH:21]=[CH:20][C:19]([O:22][CH3:23])=[CH:18][CH:17]=2)=[C:8]([C:24]2[O:25][CH:26]=[CH:27][CH:28]=2)[N:7]=1)=[CH2:5])C.CC(C)=O, predict the reaction product. The product is: [C:4]([C:6]1[N:14]=[C:13]2[C:9]([N:10]=[CH:11][N:12]2[CH2:15][C:16]2[CH:17]=[CH:18][C:19]([O:22][CH3:23])=[CH:20][CH:21]=2)=[C:8]([C:24]2[O:25][CH:26]=[CH:27][CH:28]=2)[N:7]=1)(=[O:3])[CH3:5]. (6) Given the reactants [C:1](#[N:5])[CH2:2][C:3]#[N:4].[F:6][C:7]([F:17])([F:16])[S:8](N1C=CN=C1)(=[O:10])=[O:9].[Cl-].[CH2:19]([NH+:21]1[CH:25]=[CH:24][N:23]([CH3:26])[CH2:22]1)[CH3:20].O, predict the reaction product. The product is: [CH2:19]([NH+:21]1[CH:25]=[CH:24][N:23]([CH3:26])[CH2:22]1)[CH3:20].[F:6][C:7]([F:17])([F:16])[S:8]([CH:2]([C:1]#[N:5])[C:3]#[N:4])(=[O:10])=[O:9]. (7) Given the reactants [NH2:1][CH2:2][C@@H:3]1[C@H:8]([CH3:9])[CH2:7][CH2:6][CH2:5][N:4]1[C:10]([C:12]1[CH:17]=[C:16]([F:18])[C:15]([F:19])=[CH:14][C:13]=1[N:20]1[N:24]=[CH:23][CH:22]=[N:21]1)=[O:11].Cl[C:26]1[N:31]=[CH:30][C:29]([C:32]([F:35])([F:34])[F:33])=[CH:28][N:27]=1, predict the reaction product. The product is: [F:19][C:15]1[C:16]([F:18])=[CH:17][C:12]([C:10]([N:4]2[CH2:5][CH2:6][CH2:7][C@@H:8]([CH3:9])[C@H:3]2[CH2:2][NH:1][C:26]2[N:31]=[CH:30][C:29]([C:32]([F:35])([F:34])[F:33])=[CH:28][N:27]=2)=[O:11])=[C:13]([N:20]2[N:24]=[CH:23][CH:22]=[N:21]2)[CH:14]=1. (8) Given the reactants [F:1][C:2]1[CH:3]=[C:4]([C:9]2[C:17]3[C:12](=[CH:13][C:14]([OH:18])=[CH:15][CH:16]=3)[C:11](=[O:19])[C:10]=2[C:20]2[CH:21]=[N:22][CH:23]=[CH:24][CH:25]=2)[CH:5]=[C:6]([F:8])[CH:7]=1.BrC1C(=O)C2C(C=1C1C=CC=CC=1)=CC=C(O)C=2.O[CH2:45][CH2:46][CH:47]1[CH2:52][CH2:51][N:50]([C:53]([O:55][C:56]([CH3:59])([CH3:58])[CH3:57])=[O:54])[CH2:49][CH2:48]1.C1C=CC(P(C2C=CC=CC=2)C2C=CC=CC=2)=CC=1.CC(OC(/N=N/C(OC(C)C)=O)=O)C, predict the reaction product. The product is: [F:8][C:6]1[CH:5]=[C:4]([C:9]2[C:17]3[C:12](=[CH:13][C:14]([O:18][CH2:45][CH2:46][CH:47]4[CH2:48][CH2:49][N:50]([C:53]([O:55][C:56]([CH3:57])([CH3:59])[CH3:58])=[O:54])[CH2:51][CH2:52]4)=[CH:15][CH:16]=3)[C:11](=[O:19])[C:10]=2[C:20]2[CH:21]=[N:22][CH:23]=[CH:24][CH:25]=2)[CH:3]=[C:2]([F:1])[CH:7]=1. (9) Given the reactants Cl.Cl.[NH2:3][C:4]1[CH:9]=[C:8]([O:10][CH3:11])[CH:7]=[CH:6][C:5]=1[NH2:12].[C:13](O)([C:15]([F:18])([F:17])[F:16])=O, predict the reaction product. The product is: [CH3:11][O:10][C:8]1[CH:7]=[CH:6][C:5]2[NH:12][C:13]([C:15]([F:18])([F:17])[F:16])=[N:3][C:4]=2[CH:9]=1.